From a dataset of Reaction yield outcomes from USPTO patents with 853,638 reactions. Predict the reaction yield, written as a fraction of the theoretical maximum amount of product (1.0 means a 100% yield; for example, 0.34 means a 34% yield). (1) The reactants are [Br:1][C:2]1[N:6]2[N:7]=[C:8](F)[CH:9]=[CH:10][C:5]2=[N:4][CH:3]=1.[CH:12]1([NH2:18])[CH2:17][CH2:16]C[CH2:14][CH2:13]1.C(=O)([O-])[O-:20].[Cs+].[Cs+]. The catalyst is CN(C=O)C. The product is [Br:1][C:2]1[N:6]2[N:7]=[C:8]([NH:18][CH:12]3[CH2:17][CH2:16][O:20][CH2:14][CH2:13]3)[CH:9]=[CH:10][C:5]2=[N:4][CH:3]=1. The yield is 0.730. (2) The reactants are FC(F)(F)C(O)=O.[Cl:8][C:9]1[C:10]([F:39])=[C:11]([CH:15]2[C:19]([C:22]3[CH:27]=[CH:26][C:25]([Cl:28])=[CH:24][CH:23]=3)([C:20]#[N:21])[CH:18]([CH2:29][CH:30]3[CH2:35][CH2:34][CH2:33][CH2:32][CH2:31]3)[NH:17][CH:16]2[C:36]([OH:38])=O)[CH:12]=[CH:13][CH:14]=1.CC1(C)[O:45][C@@H:44]([CH2:46][CH2:47][NH2:48])[CH2:43][O:42]1.CN(C(ON1N=NC2C=CC=NC1=2)=[N+](C)C)C.F[P-](F)(F)(F)(F)F.CCN(C(C)C)C(C)C.Cl. The catalyst is C(Cl)Cl.O1CCCC1. The product is [OH:45][C@H:44]([CH2:43][OH:42])[CH2:46][CH2:47][NH:48][C:36]([CH:16]1[CH:15]([C:11]2[CH:12]=[CH:13][CH:14]=[C:9]([Cl:8])[C:10]=2[F:39])[C:19]([C:22]2[CH:27]=[CH:26][C:25]([Cl:28])=[CH:24][CH:23]=2)([C:20]#[N:21])[CH:18]([CH2:29][CH:30]2[CH2:35][CH2:34][CH2:33][CH2:32][CH2:31]2)[NH:17]1)=[O:38]. The yield is 0.950. (3) The reactants are C(Cl)(=O)C(Cl)=O.[CH3:7][C:8]1[C:12]([C:13]([OH:15])=O)=[CH:11][O:10][N:9]=1.[Cl:16][C:17]1[C:18]([NH2:24])=[N:19][C:20]([NH2:23])=[CH:21][N:22]=1. The catalyst is ClCCl.CN(C)C=O.N1C=CC=CC=1. The product is [NH2:24][C:18]1[N:19]=[C:20]([NH:23][C:13]([C:12]2[C:8]([CH3:7])=[N:9][O:10][CH:11]=2)=[O:15])[CH:21]=[N:22][C:17]=1[Cl:16]. The yield is 0.500. (4) The reactants are [Br:1][C:2]1[C:3]([F:12])=[C:4]2[C:10]([NH2:11])=[CH:9][NH:8][C:5]2=[N:6][CH:7]=1.[CH3:13][N:14]1[C:19](=[O:20])[CH:18]=[CH:17][C:16]([C:21](O)=[O:22])=[CH:15]1.C1N(P(Cl)(N2C(=O)OCC2)=O)C(=O)OC1.[Li+].[OH-]. The catalyst is C(Cl)Cl.O. The product is [Br:1][C:2]1[C:3]([F:12])=[C:4]2[C:10]([NH:11][C:21]([C:16]3[CH:17]=[CH:18][C:19](=[O:20])[N:14]([CH3:13])[CH:15]=3)=[O:22])=[CH:9][NH:8][C:5]2=[N:6][CH:7]=1. The yield is 0.690. (5) The product is [Br:1][C:2]1[CH:8]=[CH:7][C:6]([F:9])=[C:5]2[C:3]=1[N:4]=[CH:31][C:30]([CH3:32])=[CH:29]2. The catalyst is O. The reactants are [Br:1][C:2]1[CH:8]=[CH:7][C:6]([F:9])=[CH:5][C:3]=1[NH2:4].[N+](C1C=C(S(O)(=O)=O)C=CC=1)([O-])=O.P(=O)(O)(O)O.O=[CH:29][C:30](=[CH2:32])[CH3:31].O.N. The yield is 0.243. (6) The reactants are [F:1][C:2]1[CH:8]=[C:7]([I:9])[CH:6]=[CH:5][C:3]=1[NH2:4].C(N([CH2:15][CH3:16])CC)C.C([CH:19]([C:23](Cl)=[O:24])[C:20](Cl)=[O:21])C.CN(C=[O:30])C. The catalyst is CN(C1C=CN=CC=1)C. The product is [CH2:15]([O:30][C:23](=[O:24])[CH2:19][C:20]([NH:4][C:3]1[CH:5]=[CH:6][C:7]([I:9])=[CH:8][C:2]=1[F:1])=[O:21])[CH3:16]. The yield is 0.870.